Dataset: Catalyst prediction with 721,799 reactions and 888 catalyst types from USPTO. Task: Predict which catalyst facilitates the given reaction. (1) Reactant: [ClH:1].[C:2]([C:5]1[CH:6]=[C:7]([C:16]2[NH:17][C:18](=[O:33])[C:19]3[C:20](=[C:22]([CH2:31][CH3:32])[N:23]([CH:25]4[CH2:28][N:27]([CH2:29][CH3:30])[CH2:26]4)[N:24]=3)[N:21]=2)[C:8]([O:11][CH2:12][CH2:13][CH2:14][CH3:15])=[N:9][CH:10]=1)(=[O:4])[CH3:3]. Product: [ClH:1].[C:2]([C:5]1[CH:6]=[C:7]([C:16]2[NH:17][C:18](=[O:33])[C:19]3[C:20](=[C:22]([CH2:31][CH3:32])[N:23]([CH:25]4[CH2:28][N:27]([CH2:29][CH3:30])[CH2:26]4)[N:24]=3)[N:21]=2)[C:8]([O:11][CH2:12][CH2:13][CH2:14][CH3:15])=[N:9][CH:10]=1)(=[O:4])[CH3:3]. The catalyst class is: 155. (2) Reactant: [CH3:1][C:2]1[CH:7]=[CH:6][C:5]([C:8]2[CH:12]=[CH:11][NH:10][CH:9]=2)=[CH:4][CH:3]=1.O=P(Cl)(Cl)Cl.CN([CH:21]=[O:22])C. Product: [CH:21]([C:9]1[NH:10][CH:11]=[CH:12][C:8]=1[C:5]1[CH:4]=[CH:3][C:2]([CH3:1])=[CH:7][CH:6]=1)=[O:22]. The catalyst class is: 2. (3) The catalyst class is: 10. Product: [Br:19][C:15]1[CH:16]=[C:2]([F:1])[C:3]([O:17][CH3:18])=[CH:4][C:5]=1[O:6][C:7]1[CH:14]=[CH:13][C:10]([C:11]#[N:12])=[CH:9][CH:8]=1. Reactant: [F:1][C:2]1[CH:16]=[CH:15][C:5]([O:6][C:7]2[CH:14]=[CH:13][C:10]([C:11]#[N:12])=[CH:9][CH:8]=2)=[CH:4][C:3]=1[O:17][CH3:18].[Br:19]N1C(=O)CCC1=O.C(OCC)C.O.